From a dataset of Catalyst prediction with 721,799 reactions and 888 catalyst types from USPTO. Predict which catalyst facilitates the given reaction. (1) Reactant: [C:1]([O:5][CH3:6])(=[O:4])[CH2:2][SH:3].[Cl:7][C:8]1[C:15]([Cl:16])=[CH:14][CH:13]=[C:12](F)[C:9]=1[CH:10]=O. Product: [Cl:7][C:8]1[C:9]2[CH:10]=[C:2]([C:1]([O:5][CH3:6])=[O:4])[S:3][C:12]=2[CH:13]=[CH:14][C:15]=1[Cl:16]. The catalyst class is: 9. (2) Reactant: C([O-])(=O)C.[O:5]=[C:6]1[C@@H:9]([NH3+:10])[CH2:8][NH:7]1.CCN(CC)CC.[C:18](Cl)(=[O:28])[CH2:19][CH2:20][CH2:21][CH2:22][CH2:23][CH2:24][CH2:25][CH2:26][CH3:27]. Product: [O:5]=[C:6]1[C@@H:9]([NH:10][C:18](=[O:28])[CH2:19][CH2:20][CH2:21][CH2:22][CH2:23][CH2:24][CH2:25][CH2:26][CH3:27])[CH2:8][NH:7]1. The catalyst class is: 2.